This data is from Catalyst prediction with 721,799 reactions and 888 catalyst types from USPTO. The task is: Predict which catalyst facilitates the given reaction. Reactant: Cl[C:2]1[CH:3]=C(C=C[CH:25]=1)OC1CN([C@@H](CC2CCCCC2)C(O)=O)C(=O)C=1.Cl.[CH3:27]N(C)CCCN=C=NCC.C(N(CC)C(C)C)(C)C.ON1C2C=CC=CC=2N=N1.Cl.[OH:58][C@@H:59]([CH2:89]O)[CH2:60][N:61]1[CH:65]=[CH:64][C:63]([NH:66][C:67](=[O:88])[C@@H:68]([N:73]2[CH2:77][C:76]([O:78][C:79]3[CH:84]=[CH:83][CH:82]=[C:81]([Cl:85])[C:80]=3Cl)=[CH:75][C:74]2=[O:87])[CH2:69][CH:70]([CH3:72])[CH3:71])=[N:62]1. Product: [Cl:85][C:81]1[CH:80]=[C:79]([CH:84]=[CH:83][CH:82]=1)[O:78][C:76]1[CH2:77][N:73]([C@@H:68]([CH2:69][CH:70]2[CH2:71][CH2:3][CH2:2][CH2:25][CH2:72]2)[C:67]([NH:66][C:63]2[CH:64]=[CH:65][N:61]([CH2:60][C:59]([OH:58])([CH3:27])[CH3:89])[N:62]=2)=[O:88])[C:74](=[O:87])[CH:75]=1. The catalyst class is: 96.